This data is from Reaction yield outcomes from USPTO patents with 853,638 reactions. The task is: Predict the reaction yield, written as a fraction of the theoretical maximum amount of product (1.0 means a 100% yield; for example, 0.34 means a 34% yield). (1) The reactants are [O:1]1[C:5]2[CH:6]=[CH:7][C:8]([C:10]3[CH:15]=[CH:14][C:13]([N:16]4[C:20]([CH2:21][C@@H:22]5[CH2:26][CH2:25][N:24]([C:27]([CH:29]6[CH2:31][CH2:30]6)=[O:28])[CH2:23]5)=[N:19][NH:18][C:17]4=[O:32])=[CH:12][CH:11]=3)=[CH:9][C:4]=2[CH:3]=[CH:2]1.C(=O)([O-])[O-].[K+].[K+].Cl[CH2:40][C:41]([O:43][CH3:44])=[O:42]. The catalyst is CN(C)C=O. The product is [O:1]1[C:5]2[CH:6]=[CH:7][C:8]([C:10]3[CH:11]=[CH:12][C:13]([N:16]4[C:17](=[O:32])[N:18]([CH2:40][C:41]([O:43][CH3:44])=[O:42])[N:19]=[C:20]4[CH2:21][C@@H:22]4[CH2:26][CH2:25][N:24]([C:27]([CH:29]5[CH2:30][CH2:31]5)=[O:28])[CH2:23]4)=[CH:14][CH:15]=3)=[CH:9][C:4]=2[CH:3]=[CH:2]1. The yield is 0.570. (2) The reactants are [Cl:1][C:2]1[CH:7]=[C:6](I)[CH:5]=[C:4]([Cl:9])[N:3]=1.[C@H:10]12[CH2:16][C@H:13]([NH:14][CH2:15]1)[CH2:12][O:11]2.C(=O)([O-])[O-].[Cs+].[Cs+].CC1(C)C2C(=C(P(C3C=CC=CC=3)C3C=CC=CC=3)C=CC=2)OC2C(P(C3C=CC=CC=3)C3C=CC=CC=3)=CC=CC1=2. The catalyst is O1CCOCC1.C1C=CC(/C=C/C(/C=C/C2C=CC=CC=2)=O)=CC=1.C1C=CC(/C=C/C(/C=C/C2C=CC=CC=2)=O)=CC=1.C1C=CC(/C=C/C(/C=C/C2C=CC=CC=2)=O)=CC=1.[Pd].[Pd]. The product is [Cl:1][C:2]1[CH:7]=[C:6]([N:14]2[CH2:15][C@@H:10]3[CH2:16][C@H:13]2[CH2:12][O:11]3)[CH:5]=[C:4]([Cl:9])[N:3]=1. The yield is 0.350.